Binary Classification. Given a miRNA mature sequence and a target amino acid sequence, predict their likelihood of interaction. From a dataset of Experimentally validated miRNA-target interactions with 360,000+ pairs, plus equal number of negative samples. (1) The miRNA is mmu-miR-149-5p with sequence UCUGGCUCCGUGUCUUCACUCCC. The protein sequence of the target gene is MGKKTKRTADSSSSEDEEEYVVEKVLDRRMVKGQVEYLLKWKGFSEEHNTWEPEKNLDCPELISEFMKKYKKMKEGENNKPREKSEGNKRKSSFSNSADDIKSKKKREQSNDIARGFERGLEPEKIIGATDSCGDLMFLMKWKDTDEADLVLAKEANVKCPQIVIAFYEERLTWHAYPEDAENKEKESAKS. Result: 1 (interaction). (2) The miRNA is mmu-miR-466f-3p with sequence CAUACACACACACAUACACAC. The protein sequence of the target gene is MMRNRSKSPRRPSPTSRAANCDVELLKSTARDREELKCMLEKYERHLAEIQGNVKVLTSERDKTFLLYEQAQEEIARLRREMMKSCKSPKSTTAHAILRRVETERDVAFTDLRRMTTERDSLRERLKIAQETAFNEKAHLEQRIEELECTVHNLDDERMEQMANMTLMKETITTVEKEMKSLARKAMDTESELGRQKAENNSLRLLYENTEKDLSDTQRHLAKKKYELQLTQEKIMCLDEKIDNFTRQNIAQREEISILGATLNDLAKEKECLQACLDKKSENIASLGESLAMKEKTISG.... Result: 0 (no interaction).